From a dataset of Reaction yield outcomes from USPTO patents with 853,638 reactions. Predict the reaction yield, written as a fraction of the theoretical maximum amount of product (1.0 means a 100% yield; for example, 0.34 means a 34% yield). (1) The reactants are [F:1][C:2]1[CH:7]=[CH:6][CH:5]=[C:4]([F:8])[C:3]=1[N:9]1[C:14]2[N:15]=[C:16]([S:32][CH3:33])[N:17]=[C:18]([C:19]3[CH:20]=[C:21]([CH:28]=[CH:29][C:30]=3[CH3:31])[C:22]([NH:24][CH2:25][CH2:26][CH3:27])=[O:23])[C:13]=2[CH2:12][NH:11][C:10]1=[O:34].C1C=C(Cl)C=C(C(OO)=[O:43])C=1.CCOC(C)=O.CCCCCC. The catalyst is C(Cl)Cl. The product is [F:1][C:2]1[CH:7]=[CH:6][CH:5]=[C:4]([F:8])[C:3]=1[N:9]1[C:14]2[N:15]=[C:16]([S:32]([CH3:33])=[O:43])[N:17]=[C:18]([C:19]3[CH:20]=[C:21]([CH:28]=[CH:29][C:30]=3[CH3:31])[C:22]([NH:24][CH2:25][CH2:26][CH3:27])=[O:23])[C:13]=2[CH2:12][NH:11][C:10]1=[O:34]. The yield is 0.770. (2) The reactants are O.[OH-].[Li+].C[O:5][C:6]([C:8]1([O:11][C:12]2[CH:34]=[CH:33][C:15]3[C:16]4[N:20]([CH2:21][CH2:22][O:23][C:14]=3[CH:13]=2)[CH:19]=[C:18]([C:24]2[N:25]([CH:30]([CH3:32])[CH3:31])[N:26]=[C:27]([CH3:29])[N:28]=2)[N:17]=4)[CH2:10][CH2:9]1)=[O:7]. The catalyst is CO.O. The product is [CH:30]([N:25]1[C:24]([C:18]2[N:17]=[C:16]3[N:20]([CH2:21][CH2:22][O:23][C:14]4[CH:13]=[C:12]([O:11][C:8]5([C:6]([OH:7])=[O:5])[CH2:9][CH2:10]5)[CH:34]=[CH:33][C:15]=43)[CH:19]=2)=[N:28][C:27]([CH3:29])=[N:26]1)([CH3:32])[CH3:31]. The yield is 0.810. (3) The reactants are [OH:1][Si:2]1([CH2:8][CH2:9][CH2:10][CH2:11][C:12]([OH:14])=[O:13])[CH2:7][CH2:6][CH2:5][CH2:4][CH2:3]1.C1(N=C=NC2CCCCC2)CCCCC1.[N+:30]([C:33]1[CH:38]=[CH:37][C:36](O)=[CH:35][CH:34]=1)([O-:32])=[O:31]. The catalyst is C(OCC)(=O)C. The product is [OH:1][Si:2]1([CH2:8][CH2:9][CH2:10][CH2:11][C:12]([O:14][C:36]2[CH:37]=[CH:38][C:33]([N+:30]([O-:32])=[O:31])=[CH:34][CH:35]=2)=[O:13])[CH2:7][CH2:6][CH2:5][CH2:4][CH2:3]1. The yield is 0.520. (4) The reactants are [OH:1][C:2]1[CH:9]=[CH:8][C:5]([CH:6]=[O:7])=[CH:4][CH:3]=1.Cl[CH2:11][C:12]([N:14]1[CH2:19][CH2:18][O:17][CH2:16][CH2:15]1)=[O:13].C(=O)([O-])[O-].[K+].[K+]. The catalyst is C1COCC1. The product is [CH:6]([C:5]1[CH:8]=[CH:9][C:2]([O:1][CH2:11][C:12]([N:14]2[CH2:19][CH2:18][O:17][CH2:16][CH2:15]2)=[O:13])=[CH:3][CH:4]=1)=[O:7]. The yield is 1.00. (5) The product is [F:9][C:10]1[CH:15]=[C:14]([O:16][CH3:17])[CH:13]=[C:12]([F:18])[C:11]=1[C:5](=[O:7])[CH3:6]. The catalyst is C(Cl)Cl. The reactants are [Cl-].[Al+3].[Cl-].[Cl-].[C:5](Cl)(=[O:7])[CH3:6].[F:9][C:10]1[CH:15]=[C:14]([O:16][CH3:17])[CH:13]=[C:12]([F:18])[CH:11]=1.C([O-])(O)=O.[Na+]. The yield is 0.580. (6) The reactants are [F:1][C:2]([F:17])([F:16])[S:3][C:4]1[CH:15]=[CH:14][C:7]([CH2:8][CH:9]([C:12]#[N:13])[C:10]#[N:11])=[CH:6][CH:5]=1.[H-].[Na+].[Cl:20][C:21]([CH2:23]Cl)=[CH2:22]. The catalyst is CN(C)C=O. The product is [Cl:20][C:21](=[CH2:22])[CH2:23][C:9]([CH2:8][C:7]1[CH:6]=[CH:5][C:4]([S:3][C:2]([F:16])([F:1])[F:17])=[CH:15][CH:14]=1)([C:12]#[N:13])[C:10]#[N:11]. The yield is 0.470. (7) The reactants are [OH:1][NH:2][C:3](=[O:35])[CH:4]([N:9]([CH3:34])[C:10]([C:12]1[CH:17]=[CH:16][C:15]([C:18]2[CH:23]=[CH:22][C:21]([O:24][CH2:25][CH2:26][CH2:27][N:28]3[CH2:33][CH2:32][O:31][CH2:30][CH2:29]3)=[CH:20][CH:19]=2)=[CH:14][CH:13]=1)=[O:11])[C:5]([NH:7][CH3:8])=[O:6].[CH3:36][C:37]1[CH:38]=[CH:39][C:40]([S:43]([OH:46])(=[O:45])=[O:44])=[CH:41][CH:42]=1.O. The catalyst is C1COCC1. The product is [CH3:36][C:37]1[CH:38]=[CH:39][C:40]([S:43]([OH:46])(=[O:45])=[O:44])=[CH:41][CH:42]=1.[OH:1][NH:2][C:3](=[O:35])[CH:4]([N:9]([CH3:34])[C:10]([C:12]1[CH:13]=[CH:14][C:15]([C:18]2[CH:23]=[CH:22][C:21]([O:24][CH2:25][CH2:26][CH2:27][N:28]3[CH2:33][CH2:32][O:31][CH2:30][CH2:29]3)=[CH:20][CH:19]=2)=[CH:16][CH:17]=1)=[O:11])[C:5]([NH:7][CH3:8])=[O:6]. The yield is 0.790. (8) The reactants are [NH2:1][C:2](=[O:31])[C@@H:3]([NH:12][C:13](=[O:30])[CH2:14][NH:15][C:16](=[O:29])[CH:17]([NH:21][C:22]1[S:23][C:24]([CH:27]=[O:28])=[CH:25][N:26]=1)[CH:18]([CH3:20])[CH3:19])[CH2:4][C:5]1[CH:10]=[CH:9][C:8]([OH:11])=[CH:7][CH:6]=1.[BH4-].[Na+]. The catalyst is CCO.O. The product is [NH2:1][C:2](=[O:31])[C@@H:3]([NH:12][C:13](=[O:30])[CH2:14][NH:15][C:16](=[O:29])[CH:17]([NH:21][C:22]1[S:23][C:24]([CH2:27][OH:28])=[CH:25][N:26]=1)[CH:18]([CH3:19])[CH3:20])[CH2:4][C:5]1[CH:6]=[CH:7][C:8]([OH:11])=[CH:9][CH:10]=1. The yield is 1.00. (9) The yield is 0.440. The product is [Cl:1][C:2]1[N:3]=[C:4]([CH2:10][OH:11])[CH:5]=[C:6]2[CH:12]=[C:13]([CH3:14])[O:8][C:7]=12. The catalyst is CCOC(C)=O.[Pd](Cl)Cl.C1(P(C2C=CC=CC=2)C2C=CC=CC=2)C=CC=CC=1.C1(P(C2C=CC=CC=2)C2C=CC=CC=2)C=CC=CC=1. The reactants are [Cl:1][C:2]1[C:7]([OH:8])=[C:6](I)[CH:5]=[C:4]([CH2:10][OH:11])[N:3]=1.[CH2:12]([Si](C)(C)C)[C:13]#[CH:14].N1CCCCC1.CN(C=O)C.